From a dataset of NCI-60 drug combinations with 297,098 pairs across 59 cell lines. Regression. Given two drug SMILES strings and cell line genomic features, predict the synergy score measuring deviation from expected non-interaction effect. Drug 2: CCCCCOC(=O)NC1=NC(=O)N(C=C1F)C2C(C(C(O2)C)O)O. Synergy scores: CSS=-1.13, Synergy_ZIP=4.82, Synergy_Bliss=5.30, Synergy_Loewe=-6.02, Synergy_HSA=-5.91. Drug 1: CCC1(CC2CC(C3=C(CCN(C2)C1)C4=CC=CC=C4N3)(C5=C(C=C6C(=C5)C78CCN9C7C(C=CC9)(C(C(C8N6C)(C(=O)OC)O)OC(=O)C)CC)OC)C(=O)OC)O.OS(=O)(=O)O. Cell line: CCRF-CEM.